From a dataset of Forward reaction prediction with 1.9M reactions from USPTO patents (1976-2016). Predict the product of the given reaction. (1) Given the reactants [CH2:1]([O:8][C:9]([N:11]1[CH2:16][CH2:15][CH:14]([C:17]([OH:19])=O)[CH2:13][CH2:12]1)=[O:10])[C:2]1[CH:7]=[CH:6][CH:5]=[CH:4][CH:3]=1.[CH3:20][N:21](C(ON1N=NC2C=CC=NC1=2)=[N+](C)C)[CH3:22].F[P-](F)(F)(F)(F)F.CNC.C1COCC1.[Cl-].[NH4+], predict the reaction product. The product is: [CH3:20][N:21]([CH3:22])[C:17]([CH:14]1[CH2:15][CH2:16][N:11]([C:9]([O:8][CH2:1][C:2]2[CH:7]=[CH:6][CH:5]=[CH:4][CH:3]=2)=[O:10])[CH2:12][CH2:13]1)=[O:19]. (2) Given the reactants [Br:1][C:2]1[CH:3]=[CH:4][C:5]([C:8]([OH:10])=O)=[N:6][CH:7]=1.[F:11][C:12]1[CH:18]=[CH:17][C:15]([NH2:16])=[CH:14][CH:13]=1.F[B-](F)(F)F.N1(OC(N(C)C)=[N+](C)C)C2C=CC=CC=2N=N1.C(N(CC)CC)C, predict the reaction product. The product is: [Br:1][C:2]1[CH:3]=[CH:4][C:5]([C:8]([NH:16][C:15]2[CH:17]=[CH:18][C:12]([F:11])=[CH:13][CH:14]=2)=[O:10])=[N:6][CH:7]=1. (3) Given the reactants [O:1]=[C:2]1[C:10]2([CH2:14][CH2:13][CH2:12][CH2:11]2)[C:9]2[C:4](=[CH:5][CH:6]=[CH:7][CH:8]=2)[N:3]1[C:15]([NH:17][CH2:18][CH:19]1[CH2:24][CH2:23][N:22](C(OC(C)(C)C)=O)[CH2:21][CH2:20]1)=[O:16], predict the reaction product. The product is: [O:1]=[C:2]1[C:10]2([CH2:14][CH2:13][CH2:12][CH2:11]2)[C:9]2[C:4](=[CH:5][CH:6]=[CH:7][CH:8]=2)[N:3]1[C:15]([NH:17][CH2:18][CH:19]1[CH2:20][CH2:21][NH:22][CH2:23][CH2:24]1)=[O:16]. (4) Given the reactants [OH:1][C:2]1[CH:3]=[CH:4][C:5]2[C:9]([C:10]([C:12]3[CH:44]=[CH:43][C:15]([O:16][CH2:17][CH2:18][CH2:19][CH2:20][CH2:21][C:22]([CH2:33][CH2:34][CH2:35][C:36]([F:42])([F:41])[C:37]([F:40])([F:39])[F:38])([C:28]([O:30]CC)=[O:29])[C:23]([O:25]CC)=[O:24])=[CH:14][CH:13]=3)=[O:11])=[C:8]([C:45]3[CH:50]=[CH:49][C:48]([OH:51])=[CH:47][CH:46]=3)[S:7][C:6]=2[CH:52]=1.[OH-].[K+], predict the reaction product. The product is: [OH:1][C:2]1[CH:3]=[CH:4][C:5]2[C:9]([C:10]([C:12]3[CH:44]=[CH:43][C:15]([O:16][CH2:17][CH2:18][CH2:19][CH2:20][CH2:21][C:22]([CH2:33][CH2:34][CH2:35][C:36]([F:42])([F:41])[C:37]([F:38])([F:39])[F:40])([C:28]([OH:30])=[O:29])[C:23]([OH:25])=[O:24])=[CH:14][CH:13]=3)=[O:11])=[C:8]([C:45]3[CH:50]=[CH:49][C:48]([OH:51])=[CH:47][CH:46]=3)[S:7][C:6]=2[CH:52]=1. (5) The product is: [CH3:1][N:2]([CH3:33])[CH:3]1[CH2:8][CH2:7][N:6]([C:9]2[N:14]3[C:15]([C:31]#[N:35])=[C:16]([CH2:18][N:19]([CH3:30])[C@@H:20]4[C:29]5[N:28]=[CH:27][CH:26]=[CH:25][C:24]=5[CH2:23][CH2:22][CH2:21]4)[N:17]=[C:13]3[CH:12]=[CH:11][CH:10]=2)[CH2:5][CH2:4]1. Given the reactants [CH3:1][N:2]([CH3:33])[CH:3]1[CH2:8][CH2:7][N:6]([C:9]2[N:14]3[C:15]([CH2:31]O)=[C:16]([CH2:18][N:19]([CH3:30])[C@@H:20]4[C:29]5[N:28]=[CH:27][CH:26]=[CH:25][C:24]=5[CH2:23][CH2:22][CH2:21]4)[N:17]=[C:13]3[CH:12]=[CH:11][CH:10]=2)[CH2:5][CH2:4]1.Cl.[NH2:35]O, predict the reaction product. (6) Given the reactants [Br:1][C:2]1[CH:7]=[C:6]([CH3:8])[CH:5]=[CH:4][N:3]=1.ClC1C=C(C[C:17]([C:19]2[CH:24]=[CH:23][C:22]([F:25])=[CH:21][CH:20]=2)=[O:18])C=CN=1, predict the reaction product. The product is: [Br:1][C:2]1[CH:7]=[C:6]([CH2:8][C:17]([C:19]2[CH:24]=[CH:23][C:22]([F:25])=[CH:21][CH:20]=2)=[O:18])[CH:5]=[CH:4][N:3]=1. (7) Given the reactants [F:1][C:2]1[CH:25]=[CH:24][C:5]([CH2:6][O:7][C:8]2[CH:13]=[CH:12][N:11]([C:14]3[S:15][C:16]([C:20]([OH:22])=O)=[C:17]([CH3:19])[N:18]=3)[C:10](=[O:23])[CH:9]=2)=[CH:4][CH:3]=1.[N:26]1[CH:31]=[CH:30][CH:29]=[C:28]([CH2:32][NH2:33])[CH:27]=1, predict the reaction product. The product is: [F:1][C:2]1[CH:3]=[CH:4][C:5]([CH2:6][O:7][C:8]2[CH:13]=[CH:12][N:11]([C:14]3[S:15][C:16]([C:20]([NH:33][CH2:32][C:28]4[CH:27]=[N:26][CH:31]=[CH:30][CH:29]=4)=[O:22])=[C:17]([CH3:19])[N:18]=3)[C:10](=[O:23])[CH:9]=2)=[CH:24][CH:25]=1. (8) The product is: [CH2:1]([O:8][C:9](=[O:14])[C@H:10]([CH2:12][OH:13])[NH:11][C:33](=[O:34])[CH2:32][C@H:31]([O:30][C:15](=[O:29])[CH2:16][CH2:17][CH2:18][CH2:19][CH2:20][CH2:21][CH2:22][CH2:23][CH2:24][CH2:25][CH2:26][CH2:27][CH3:28])[CH2:36][CH2:37][CH2:38][CH2:39][CH2:40][CH2:41][CH2:42][CH2:43][CH2:44][CH2:45][CH3:46])[C:2]1[CH:7]=[CH:6][CH:5]=[CH:4][CH:3]=1. Given the reactants [CH2:1]([O:8][C:9](=[O:14])[C@H:10]([CH2:12][OH:13])[NH2:11])[C:2]1[CH:7]=[CH:6][CH:5]=[CH:4][CH:3]=1.[C:15]([O:30][C@H:31]([CH2:36][CH2:37][CH2:38][CH2:39][CH2:40][CH2:41][CH2:42][CH2:43][CH2:44][CH2:45][CH3:46])[CH2:32][C:33](O)=[O:34])(=[O:29])[CH2:16][CH2:17][CH2:18][CH2:19][CH2:20][CH2:21][CH2:22][CH2:23][CH2:24][CH2:25][CH2:26][CH2:27][CH3:28].C(Cl)CCl.CI, predict the reaction product.